Dataset: Full USPTO retrosynthesis dataset with 1.9M reactions from patents (1976-2016). Task: Predict the reactants needed to synthesize the given product. (1) Given the product [F:1][C:2]1[CH:3]=[C:4]([CH:7]=[CH:8][C:9]=1[CH:10]=[O:12])[C:5]#[N:6], predict the reactants needed to synthesize it. The reactants are: [F:1][C:2]1[CH:3]=[C:4]([CH:7]=[CH:8][C:9]=1[CH3:10])[C:5]#[N:6].C[O:12]C(OC)N(C)C.O.I([O-])(=O)(=O)=O.[Na+]. (2) Given the product [CH3:1][N:2]([S:20]([C:23]1[S:24][CH:25]=[CH:26][CH:27]=1)(=[O:21])=[O:22])[C:3]1[CH:4]=[C:5]([O:15][C:16]([F:19])([F:18])[F:17])[CH:6]=[C:7]2[C:11]=1[NH:10][C:9]([C:12]([NH2:28])=[O:13])=[CH:8]2, predict the reactants needed to synthesize it. The reactants are: [CH3:1][N:2]([S:20]([C:23]1[S:24][CH:25]=[CH:26][CH:27]=1)(=[O:22])=[O:21])[C:3]1[CH:4]=[C:5]([O:15][C:16]([F:19])([F:18])[F:17])[CH:6]=[C:7]2[C:11]=1[NH:10][C:9]([C:12](O)=[O:13])=[CH:8]2.[N:28]1(O)C2C=CC=CC=2N=N1.Cl.CN(C)CCCN=C=NCC.N. (3) The reactants are: N(C(OC(C)C)=O)=NC(OC(C)C)=O.[OH:15][CH:16]1[CH2:21][CH2:20][N:19]([C:22]([O:24][C:25]([CH3:28])([CH3:27])[CH3:26])=[O:23])[CH2:18][CH2:17]1.[F:29][C:30]1[CH:35]=[C:34]([F:36])[CH:33]=[CH:32][C:31]=1O.C1(P(C2C=CC=CC=2)C2C=CC=CC=2)C=CC=CC=1. Given the product [F:29][C:30]1[CH:35]=[C:34]([F:36])[CH:33]=[CH:32][C:31]=1[O:15][CH:16]1[CH2:17][CH2:18][N:19]([C:22]([O:24][C:25]([CH3:28])([CH3:27])[CH3:26])=[O:23])[CH2:20][CH2:21]1, predict the reactants needed to synthesize it. (4) The reactants are: [F:1][C:2]1[CH:27]=[CH:26][C:5]2[N:6]=[C:7]([NH:9][C:10]3[CH:15]=[CH:14][C:13]([C:16]4[CH:21]=[CH:20][C:19]([C:22]([O:24]C)=[O:23])=[CH:18][CH:17]=4)=[CH:12][CH:11]=3)[S:8][C:4]=2[CH:3]=1.CO.O.[OH-].[Na+]. Given the product [F:1][C:2]1[CH:27]=[CH:26][C:5]2[N:6]=[C:7]([NH:9][C:10]3[CH:15]=[CH:14][C:13]([C:16]4[CH:21]=[CH:20][C:19]([C:22]([OH:24])=[O:23])=[CH:18][CH:17]=4)=[CH:12][CH:11]=3)[S:8][C:4]=2[CH:3]=1, predict the reactants needed to synthesize it. (5) The reactants are: [O:1]1[CH2:5][CH2:4][CH2:3][CH2:2]1.[Br:6][C:7]1[S:8][C:9](Br)=[CH:10][CH:11]=1.[CH2:13]([Li])[CH2:14][CH2:15][CH3:16]. Given the product [Br:6][C:7]1[S:8][C:9]([CH:5]([C:4]2[CH:13]=[CH:14][C:15]([CH3:16])=[CH:2][CH:3]=2)[OH:1])=[CH:10][CH:11]=1, predict the reactants needed to synthesize it. (6) Given the product [ClH:18].[N:17]1[NH:16][CH:15]=[C:12]2[CH2:13][CH2:14][NH:8][CH2:9][CH2:10][C:11]=12, predict the reactants needed to synthesize it. The reactants are: C1(C[N:8]2[CH2:14][CH2:13][C:12]3=[CH:15][NH:16][N:17]=[C:11]3[CH2:10][CH2:9]2)C=CC=CC=1.[ClH:18].